This data is from Full USPTO retrosynthesis dataset with 1.9M reactions from patents (1976-2016). The task is: Predict the reactants needed to synthesize the given product. (1) The reactants are: [Br:1][C:2]1[CH:7]=[C:6]([F:8])[CH:5]=[CH:4][C:3]=1[F:9].[N+:10]([O-])([O-:12])=[O:11].[K+]. Given the product [Br:1][C:2]1[CH:7]=[C:6]([F:8])[C:5]([N+:10]([O-:12])=[O:11])=[CH:4][C:3]=1[F:9], predict the reactants needed to synthesize it. (2) Given the product [N+:8]([C:5]1[CH:6]=[CH:7][C:2]([N:17]2[CH:18]=[N:35][CH:34]=[N:16]2)=[CH:3][C:4]=1[O:11][CH:12]([CH3:14])[CH3:13])([O-:10])=[O:9], predict the reactants needed to synthesize it. The reactants are: Br[C:2]1[CH:7]=[CH:6][C:5]([N+:8]([O-:10])=[O:9])=[C:4]([O:11][CH:12]([CH3:14])[CH3:13])[CH:3]=1.N1C=[CH:18][N:17]=[N:16]1.C(=O)([O-])[O-].[K+].[K+].OC1C=CC=C2C=1[N:35]=[CH:34]C=C2.[NH4+].[OH-]. (3) The reactants are: [F:1][C:2]1[CH:7]=[CH:6][C:5]([O:8][C:9](=[O:24])[N:10]([C@H:12]2[C@H:16]([C:17]3[CH:22]=[CH:21][C:20]([Cl:23])=[CH:19][CH:18]=3)[CH2:15][NH:14][CH2:13]2)[CH3:11])=[CH:4][CH:3]=1.[O:25]1[CH2:30][CH2:29][CH2:28][CH:27]([C:31](O)=[O:32])[CH2:26]1. Given the product [F:1][C:2]1[CH:7]=[CH:6][C:5]([O:8][C:9](=[O:24])[N:10]([C@H:12]2[C@H:16]([C:17]3[CH:22]=[CH:21][C:20]([Cl:23])=[CH:19][CH:18]=3)[CH2:15][N:14]([C:31]([CH:27]3[CH2:28][CH2:29][CH2:30][O:25][CH2:26]3)=[O:32])[CH2:13]2)[CH3:11])=[CH:4][CH:3]=1, predict the reactants needed to synthesize it.